This data is from Full USPTO retrosynthesis dataset with 1.9M reactions from patents (1976-2016). The task is: Predict the reactants needed to synthesize the given product. Given the product [Cl:1][C:2]1[N:10]=[CH:9][N:8]=[C:7]2[C:3]=1[N:4]=[CH:5][N:6]2[CH:12]1[CH2:13][CH2:14][CH2:15][CH2:16][O:11]1, predict the reactants needed to synthesize it. The reactants are: [Cl:1][C:2]1[N:10]=[CH:9][N:8]=[C:7]2[C:3]=1[NH:4][CH:5]=[N:6]2.[O:11]1[CH:16]=[CH:15][CH2:14][CH2:13][CH2:12]1.N.